This data is from Full USPTO retrosynthesis dataset with 1.9M reactions from patents (1976-2016). The task is: Predict the reactants needed to synthesize the given product. The reactants are: [F:1][C:2]1[CH:7]=[C:6]([S:8]([CH3:11])(=[O:10])=[O:9])[CH:5]=[CH:4][C:3]=1[NH:12][CH:13]1[CH2:18][CH2:17][CH2:16][N:15]([CH:19]2[CH2:24][CH2:23][N:22](C(OC(C)(C)C)=O)[CH2:21][CH2:20]2)[C:14]1=[O:32].Cl.O1CCOCC1. Given the product [F:1][C:2]1[CH:7]=[C:6]([S:8]([CH3:11])(=[O:10])=[O:9])[CH:5]=[CH:4][C:3]=1[NH:12][CH:13]1[CH2:18][CH2:17][CH2:16][N:15]([CH:19]2[CH2:20][CH2:21][NH:22][CH2:23][CH2:24]2)[C:14]1=[O:32], predict the reactants needed to synthesize it.